Dataset: Peptide-MHC class I binding affinity with 185,985 pairs from IEDB/IMGT. Task: Regression. Given a peptide amino acid sequence and an MHC pseudo amino acid sequence, predict their binding affinity value. This is MHC class I binding data. The peptide sequence is VQGPGGSTY. The binding affinity (normalized) is 0.0847. The MHC is HLA-B40:01 with pseudo-sequence HLA-B40:01.